From a dataset of Full USPTO retrosynthesis dataset with 1.9M reactions from patents (1976-2016). Predict the reactants needed to synthesize the given product. (1) Given the product [NH:15]1[C:12]2[CH:13]=[CH:14][C:9]([C:1]3[CH:6]=[CH:5][C:4]4[N:7]=[C:22]([C:21]5[CH:25]=[CH:26][C:18]([NH2:17])=[CH:19][CH:20]=5)[NH:8][C:3]=4[CH:2]=3)=[CH:10][C:11]=2[N:16]=[C:9]1[C:1]1[CH:6]=[CH:5][C:4]([NH2:7])=[CH:3][CH:2]=1, predict the reactants needed to synthesize it. The reactants are: [C:1]1([C:9]2[CH:14]=[CH:13][C:12]([NH2:15])=[C:11]([NH2:16])[CH:10]=2)[CH:6]=[CH:5][C:4]([NH2:7])=[C:3]([NH2:8])[CH:2]=1.[NH2:17][C:18]1[CH:26]=[CH:25][C:21]([C:22](O)=O)=[CH:20][CH:19]=1.O. (2) Given the product [P:1]([OH:5])([OH:4])([OH:3])=[O:2].[Cl:6][C:7]1[CH:12]=[CH:11][CH:10]=[CH:9][C:8]=1[CH2:13][CH2:14][NH:15][CH2:16][CH2:17][CH2:18][S:19][CH2:20][CH2:21][NH:22][CH2:23][C@@H:24]([C:26]1[C:34]2[S:33][C:32](=[O:35])[NH:31][C:30]=2[C:29]([OH:36])=[CH:28][CH:27]=1)[OH:25], predict the reactants needed to synthesize it. The reactants are: [P:1](=[O:5])([OH:4])([OH:3])[OH:2].[Cl:6][C:7]1[CH:12]=[CH:11][CH:10]=[CH:9][C:8]=1[CH2:13][CH2:14][NH:15][CH2:16][CH2:17][CH2:18][S:19][CH2:20][CH2:21][NH:22][CH2:23][C@@H:24]([C:26]1[C:34]2[S:33][C:32](=[O:35])[NH:31][C:30]=2[C:29]([OH:36])=[CH:28][CH:27]=1)[OH:25]. (3) Given the product [F:1][CH:2]1[CH:6]([CH2:7][OH:8])[O:5][CH:4]([N:28]2[CH:33]=[C:32]([C:34]#[C:35][I:36])[C:31](=[O:37])[NH:30][C:29]2=[O:38])[CH2:3]1, predict the reactants needed to synthesize it. The reactants are: [F:1][CH:2]1[CH:6]([CH2:7][O:8]C(C2C=CC=CC=2)(C2C=CC=CC=2)C2C=CC=CC=2)[O:5][CH:4]([N:28]2[CH:33]=[C:32]([C:34]#[C:35][I:36])[C:31](=[O:37])[NH:30][C:29]2=[O:38])[CH2:3]1. (4) Given the product [Br:1][C:2]1[CH:7]=[CH:6][C:5]([NH:8][C:9]2[C:10]([C:19](=[O:24])[CH2:20][O:21][CH2:22][CH3:23])=[CH:11][C:12]3[NH:16][CH:15]=[N:14][C:13]=3[C:17]=2[F:18])=[C:4]([Cl:25])[CH:3]=1, predict the reactants needed to synthesize it. The reactants are: [Br:1][C:2]1[CH:7]=[CH:6][C:5]([NH:8][C:9]2[C:10]([CH:19]([OH:24])[CH2:20][O:21][CH2:22][CH3:23])=[CH:11][C:12]3[NH:16][CH:15]=[N:14][C:13]=3[C:17]=2[F:18])=[C:4]([Cl:25])[CH:3]=1.C([O-])(O)=O.[Na+].O.O.O.O.O.S([O-])([O-])(=O)=S.[Na+].[Na+]. (5) Given the product [CH2:1]([O:4][C:5](=[O:40])[C@H:6]([CH2:7][C:8]1[CH:9]=[CH:10][C:11]([O:12][C:13](=[O:14])[NH:15][CH2:16][CH2:17][C@H:18]([NH:22][C:23]([O:25][C:26]([CH3:29])([CH3:28])[CH3:27])=[O:24])[C:19](=[O:20])[NH:55][CH2:54][CH2:53][O:52][CH2:51][CH2:50][O:49][CH2:48][CH2:47][O:46][CH2:45][CH2:44][N:41]=[N+:42]=[N-:43])=[CH:30][CH:31]=1)[NH:32][C:33]([O:35][C:36]([CH3:39])([CH3:37])[CH3:38])=[O:34])[CH:2]=[CH2:3], predict the reactants needed to synthesize it. The reactants are: [CH2:1]([O:4][C:5](=[O:40])[C@@H:6]([NH:32][C:33]([O:35][C:36]([CH3:39])([CH3:38])[CH3:37])=[O:34])[CH2:7][C:8]1[CH:31]=[CH:30][C:11]([O:12][C:13]([NH:15][CH2:16][CH2:17][C@H:18]([NH:22][C:23]([O:25][C:26]([CH3:29])([CH3:28])[CH3:27])=[O:24])[C:19](O)=[O:20])=[O:14])=[CH:10][CH:9]=1)[CH:2]=[CH2:3].[N:41]([CH2:44][CH2:45][O:46][CH2:47][CH2:48][O:49][CH2:50][CH2:51][O:52][CH2:53][CH2:54][NH2:55])=[N+:42]=[N-:43].C(N(CC)C(C)C)(C)C.CN(C(ON1N=NC2C=CC=NC1=2)=[N+](C)C)C.F[P-](F)(F)(F)(F)F. (6) The reactants are: [C:1](=[O:27])([O:25][CH3:26])[O:2][C:3]1[CH:8]=[C:7]([N+:9]([O-])=O)[C:6]([N:12]2[CH2:17][CH2:16][N:15]([CH2:18][CH3:19])[CH2:14][CH2:13]2)=[CH:5][C:4]=1[CH:20]1[CH2:24][CH2:23][CH2:22][CH2:21]1. Given the product [C:1](=[O:27])([O:25][CH3:26])[O:2][C:3]1[CH:8]=[C:7]([NH2:9])[C:6]([N:12]2[CH2:17][CH2:16][N:15]([CH2:18][CH3:19])[CH2:14][CH2:13]2)=[CH:5][C:4]=1[CH:20]1[CH2:21][CH2:22][CH2:23][CH2:24]1, predict the reactants needed to synthesize it. (7) Given the product [CH2:29]([O:36][C:37]([NH:39][C@@H:40]([C:47]1[CH:48]=[C:49]([NH:53][C:54](=[O:67])/[CH:55]=[CH:56]/[CH2:57][C:58]2[C:63]([CH3:64])=[CH:62][C:61]([B:25]([OH:27])[OH:26])=[CH:60][C:59]=2[CH3:66])[CH:50]=[CH:51][CH:52]=1)[CH2:41][C:42]([O:44][CH2:45][CH3:46])=[O:43])=[O:38])[C:30]1[CH:35]=[CH:34][CH:33]=[CH:32][CH:31]=1, predict the reactants needed to synthesize it. The reactants are: C(C1C=C(NC(=O)CCCC2C=CC([B:25]([OH:27])[OH:26])=CC=2)C=CC=1S(CC)(=O)=O)#N.[CH2:29]([O:36][C:37]([NH:39][C@@H:40]([C:47]1[CH:52]=[CH:51][CH:50]=[C:49]([NH:53][C:54](=[O:67])/[CH:55]=[CH:56]/[CH2:57][C:58]2[C:63]([CH3:64])=[CH:62][C:61](Br)=[CH:60][C:59]=2[CH3:66])[CH:48]=1)[CH2:41][C:42]([O:44][CH2:45][CH3:46])=[O:43])=[O:38])[C:30]1[CH:35]=[CH:34][CH:33]=[CH:32][CH:31]=1. (8) Given the product [C:22]1([C:7]2[CH:8]=[CH:9][C:10]3[C:11]4[N:12]([CH2:13][C:14]([NH:17][S:18]([CH3:21])(=[O:20])=[O:19])([CH3:16])[CH3:15])[C:28]([CH2:29][CH2:30][CH3:31])=[N:1][C:2]=4[CH:3]=[N:4][C:5]=3[CH:6]=2)[CH:27]=[CH:26][CH:25]=[CH:24][CH:23]=1, predict the reactants needed to synthesize it. The reactants are: [NH2:1][C:2]1[CH:3]=[N:4][C:5]2[C:10]([C:11]=1[NH:12][CH2:13][C:14]([NH:17][S:18]([CH3:21])(=[O:20])=[O:19])([CH3:16])[CH3:15])=[CH:9][CH:8]=[C:7]([C:22]1[CH:27]=[CH:26][CH:25]=[CH:24][CH:23]=1)[CH:6]=2.[C:28](OC)(OC)(OC)[CH2:29][CH2:30][CH3:31].